Dataset: Catalyst prediction with 721,799 reactions and 888 catalyst types from USPTO. Task: Predict which catalyst facilitates the given reaction. Reactant: [CH2:1]([C:8]1[O:12][N:11]=[C:10]([C:13]([OH:15])=O)[CH:9]=1)[C:2]1[CH:7]=[CH:6][CH:5]=[CH:4][CH:3]=1.Cl.C(N=C=NCCCN(C)C)C.O.N1(O)C2C=CC=CC=2N=N1.CN1CCOCC1.Cl.[NH2:47][C@H:48]1[CH2:54][S:53][C:52]2[CH:55]=[CH:56][CH:57]=[CH:58][C:51]=2[N:50]([CH3:59])[C:49]1=[O:60]. Product: [CH2:1]([C:8]1[O:12][N:11]=[C:10]([C:13]([NH:47][C@H:48]2[CH2:54][S:53][C:52]3[CH:55]=[CH:56][CH:57]=[CH:58][C:51]=3[N:50]([CH3:59])[C:49]2=[O:60])=[O:15])[CH:9]=1)[C:2]1[CH:3]=[CH:4][CH:5]=[CH:6][CH:7]=1. The catalyst class is: 2.